Predict the product of the given reaction. From a dataset of Forward reaction prediction with 1.9M reactions from USPTO patents (1976-2016). Given the reactants [Cl:1][C:2]1[C:10]([F:11])=[C:9]2[C:5]([CH:6]=[C:7]([CH:12]3[CH2:14][CH2:13]3)[NH:8]2)=[CH:4][CH:3]=1.Br[C:16]1[CH:17]=[N:18][N:19]([CH2:21][CH3:22])[CH:20]=1.P([O-])([O-])([O-])=O.[K+].[K+].[K+].CNCCNC, predict the reaction product. The product is: [Cl:1][C:2]1[C:10]([F:11])=[C:9]2[C:5]([CH:6]=[C:7]([CH:12]3[CH2:14][CH2:13]3)[N:8]2[C:16]2[CH:17]=[N:18][N:19]([CH2:21][CH3:22])[CH:20]=2)=[CH:4][CH:3]=1.